Task: Predict the reaction yield, written as a fraction of the theoretical maximum amount of product (1.0 means a 100% yield; for example, 0.34 means a 34% yield).. Dataset: Reaction yield outcomes from USPTO patents with 853,638 reactions (1) The yield is 0.850. The catalyst is C(O)(C)(C)C. The product is [CH:1]1([C:4]2[CH:5]=[C:6]([NH:9][C:10]3[C:19]4[C:14](=[CH:15][CH:16]=[CH:17][CH:18]=4)[N:13]=[C:12]([N:25]4[CH2:26][CH2:27][CH:22]([CH3:21])[CH2:23][CH2:24]4)[N:11]=3)[NH:7][N:8]=2)[CH2:3][CH2:2]1. The reactants are [CH:1]1([C:4]2[NH:8][N:7]=[C:6]([NH:9][C:10]3[C:19]4[C:14](=[CH:15][CH:16]=[CH:17][CH:18]=4)[N:13]=[C:12](Cl)[N:11]=3)[CH:5]=2)[CH2:3][CH2:2]1.[CH3:21][CH:22]1[CH2:27][CH2:26][NH:25][CH2:24][CH2:23]1.C(=O)([O-])[O-].[K+].[K+]. (2) The reactants are [C:1]([O:5][C:6]([N:8]1[CH2:13][CH2:12][NH:11][CH2:10][CH2:9]1)=[O:7])([CH3:4])([CH3:3])[CH3:2].C(N(C(C)C)CC)(C)C.[C:23](Cl)(=[O:26])[CH:24]=[CH2:25]. The catalyst is ClCCl. The product is [C:1]([O:5][C:6]([N:8]1[CH2:13][CH2:12][N:11]([C:23](=[O:26])[CH:24]=[CH2:25])[CH2:10][CH2:9]1)=[O:7])([CH3:4])([CH3:2])[CH3:3]. The yield is 0.900.